Predict the reactants needed to synthesize the given product. From a dataset of Retrosynthesis with 50K atom-mapped reactions and 10 reaction types from USPTO. (1) Given the product COc1cc(-c2cc(NC(=O)CCC(=O)c3ccc4c(c3)CCO4)nc(-c3ccccc3)c2)ccc1O, predict the reactants needed to synthesize it. The reactants are: COc1cc(B2OC(C)(C)C(C)(C)O2)ccc1O.O=C(CCC(=O)c1ccc2c(c1)CCO2)Nc1cc(Cl)cc(-c2ccccc2)n1. (2) Given the product CC(C)(C)OC(=O)NCCNc1ccnc(N)n1, predict the reactants needed to synthesize it. The reactants are: CC(C)(C)OC(=O)NCCN.Nc1nccc(Cl)n1. (3) Given the product COC(=O)c1ccccc1Nc1cc(Cl)c(O)c(Cl)c1, predict the reactants needed to synthesize it. The reactants are: COC(=O)c1ccccc1Nc1cc(Cl)c(OCc2ccccc2)c(Cl)c1. (4) The reactants are: CC(=O)N(c1ccccc1)C1(c2nc(C)cs2)CCNCC1.O=Cc1ccc(OC(F)(F)F)cc1. Given the product CC(=O)N(c1ccccc1)C1(c2nc(C)cs2)CCN(Cc2ccc(OC(F)(F)F)cc2)CC1, predict the reactants needed to synthesize it. (5) Given the product CC[C@H](NC(=O)c1cncc2c1cnn2-c1ccc(F)cc1)c1ccnc(N2CCN(C)CC2)c1, predict the reactants needed to synthesize it. The reactants are: CC[C@H](NC(=O)c1cncc2c1cnn2-c1ccc(F)cc1)c1ccnc(Br)c1.CN1CCNCC1. (6) The reactants are: CCCCS(=O)(=O)NC(=O)c1ccc([N+](=O)[O-])c(NC(C)=O)c1. Given the product CCCCS(=O)(=O)NC(=O)c1ccc([N+](=O)[O-])c(N)c1, predict the reactants needed to synthesize it. (7) Given the product CO[C@@](C(=O)Oc1c(F)c(F)c(F)c(F)c1F)(c1ccccc1)C(F)(F)F, predict the reactants needed to synthesize it. The reactants are: CO[C@@](C(=O)O)(c1ccccc1)C(F)(F)F.Oc1c(F)c(F)c(F)c(F)c1F.